Dataset: Forward reaction prediction with 1.9M reactions from USPTO patents (1976-2016). Task: Predict the product of the given reaction. Given the reactants C(OC(=O)COC1C=CC(S)=CC=1C)C.[CH2:16]([O:18][C:19](=[O:36])[CH2:20][O:21][C:22]1[C:31]2[CH2:30][CH2:29][CH2:28][CH2:27][C:26]=2[C:25]([S:32](Cl)(=O)=O)=[CH:24][CH:23]=1)[CH3:17], predict the reaction product. The product is: [CH2:16]([O:18][C:19](=[O:36])[CH2:20][O:21][C:22]1[C:31]2[CH2:30][CH2:29][CH2:28][CH2:27][C:26]=2[C:25]([SH:32])=[CH:24][CH:23]=1)[CH3:17].